From a dataset of Forward reaction prediction with 1.9M reactions from USPTO patents (1976-2016). Predict the product of the given reaction. Given the reactants [CH3:1][N:2]([CH3:26])[CH2:3][CH2:4][N:5]([CH3:25])[C:6]1[S:7][C:8]2[CH:14]=[C:13]([NH:15][C:16](=[O:24])[C:17]3[CH:22]=[CH:21][C:20](I)=[CH:19][CH:18]=3)[CH:12]=[CH:11][C:9]=2[N:10]=1.[F:27][C:28]1[CH:33]=[CH:32][C:31](B(O)O)=[C:30]([CH3:37])[CH:29]=1, predict the reaction product. The product is: [CH3:1][N:2]([CH3:26])[CH2:3][CH2:4][N:5]([CH3:25])[C:6]1[S:7][C:8]2[CH:14]=[C:13]([NH:15][C:16]([C:17]3[CH:22]=[CH:21][C:20]([C:31]4[CH:32]=[CH:33][C:28]([F:27])=[CH:29][C:30]=4[CH3:37])=[CH:19][CH:18]=3)=[O:24])[CH:12]=[CH:11][C:9]=2[N:10]=1.